From a dataset of Full USPTO retrosynthesis dataset with 1.9M reactions from patents (1976-2016). Predict the reactants needed to synthesize the given product. (1) Given the product [Br:17][C:18]1[CH:19]=[C:20]([C:24]2([C:26]3[CH:31]=[CH:30][CH:29]=[C:28]([Br:32])[CH:27]=3)[C:5]3[CH:10]=[CH:9][CH:8]=[CH:7][C:6]=3[C:11]3[C:16]2=[CH:15][CH:14]=[CH:13][CH:12]=3)[CH:21]=[CH:22][CH:23]=1, predict the reactants needed to synthesize it. The reactants are: [Mg].II.Br[C:5]1[CH:10]=[CH:9][CH:8]=[CH:7][C:6]=1[C:11]1[CH:16]=[CH:15][CH:14]=[CH:13][CH:12]=1.[Br:17][C:18]1[CH:19]=[C:20]([C:24]([C:26]2[CH:31]=[CH:30][CH:29]=[C:28]([Br:32])[CH:27]=2)=O)[CH:21]=[CH:22][CH:23]=1. (2) Given the product [Cl:1][C:2]1[CH:3]=[C:4]([C:12]2[S:13][C:14]([C:17]3[C:18]([CH2:36][CH3:37])=[C:19]([CH2:23][CH2:24][N:25]4[CH2:26][CH2:27][CH:28]([C:31]([OH:33])=[O:32])[CH2:29][CH2:30]4)[CH:20]=[CH:21][CH:22]=3)=[CH:15][N:16]=2)[CH:5]=[CH:6][C:7]=1[O:8][CH:9]([CH3:11])[CH3:10], predict the reactants needed to synthesize it. The reactants are: [Cl:1][C:2]1[CH:3]=[C:4]([C:12]2[S:13][C:14]([C:17]3[C:18]([CH2:36][CH3:37])=[C:19]([CH2:23][CH2:24][N:25]4[CH2:30][CH2:29][CH:28]([C:31]([O:33]CC)=[O:32])[CH2:27][CH2:26]4)[CH:20]=[CH:21][CH:22]=3)=[CH:15][N:16]=2)[CH:5]=[CH:6][C:7]=1[O:8][CH:9]([CH3:11])[CH3:10].[OH-].[Na+]. (3) Given the product [F:14][C:9]1([F:15])[CH2:8][N:7]([CH:16]2[CH2:20][CH2:19][C@@H:18]([CH3:21])[CH2:17]2)[C:6]2[N:22]=[C:2]([NH:23][C:24]3[CH:32]=[CH:31][C:27]([C:28]([OH:30])=[O:29])=[CH:26][C:25]=3[O:33][CH3:34])[N:3]=[CH:4][C:5]=2[N:11]([CH3:12])[C:10]1=[O:13], predict the reactants needed to synthesize it. The reactants are: Cl[C:2]1[N:3]=[CH:4][C:5]2[N:11]([CH3:12])[C:10](=[O:13])[C:9]([F:15])([F:14])[CH2:8][N:7]([CH:16]3[CH2:20][CH2:19][C@@H:18]([CH3:21])[CH2:17]3)[C:6]=2[N:22]=1.[NH2:23][C:24]1[CH:32]=[CH:31][C:27]([C:28]([OH:30])=[O:29])=[CH:26][C:25]=1[O:33][CH3:34].O.CC1C=CC(S(O)(=O)=O)=CC=1. (4) The reactants are: [F:1][C:2]1[CH:9]=[C:8]([F:10])[CH:7]=[CH:6][C:3]=1[CH:4]=O.[NH2:11][C:12]1[CH:13]=[C:14]2[C:18]3=[C:19]([CH2:21][S:22][CH2:23][CH2:24][N:17]3[C@H:16]3[CH2:25][CH2:26][N:27](C(OC(C)(C)C)=O)[CH2:28][C@@H:15]23)[CH:20]=1. Given the product [F:1][C:2]1[CH:9]=[C:8]([F:10])[CH:7]=[CH:6][C:3]=1[CH2:4][NH:11][C:12]1[CH:13]=[C:14]2[C:18]3=[C:19]([CH2:21][S:22][CH2:23][CH2:24][N:17]3[C@H:16]3[CH2:25][CH2:26][NH:27][CH2:28][C@@H:15]23)[CH:20]=1, predict the reactants needed to synthesize it. (5) Given the product [CH2:15]([C:2]1[CH:11]=[C:10]([F:12])[C:9]2[C:4](=[CH:5][CH:6]=[CH:7][CH:8]=2)[C:3]=1[CH:13]=[O:14])[CH3:16], predict the reactants needed to synthesize it. The reactants are: Br[C:2]1[CH:11]=[C:10]([F:12])[C:9]2[C:4](=[CH:5][CH:6]=[CH:7][CH:8]=2)[C:3]=1[CH:13]=[O:14].[CH2:15](B(CC)OC)[CH3:16].C(=O)([O-])[O-].[K+].[K+].Cl. (6) Given the product [N+:20]([C:15]1[CH:16]=[CH:17][CH:18]=[CH:19][C:14]=1[C:6]1[C:5]([C:3]([OH:2])=[O:4])=[CH:10][C:9]([C:11]2[S:13][CH:31]=[C:30]([C:29]3[CH:28]=[CH:27][C:26]([O:25][C:24]([F:23])([F:36])[F:37])=[CH:35][CH:34]=3)[N:12]=2)=[CH:8][CH:7]=1)([O-:22])=[O:21], predict the reactants needed to synthesize it. The reactants are: C[O:2][C:3]([C:5]1[C:6]([C:14]2[CH:19]=[CH:18][CH:17]=[CH:16][C:15]=2[N+:20]([O-:22])=[O:21])=[CH:7][CH:8]=[C:9]([C:11](=[S:13])[NH2:12])[CH:10]=1)=[O:4].[F:23][C:24]([F:37])([F:36])[O:25][C:26]1[CH:35]=[CH:34][C:29]([C:30](=O)[CH2:31]Br)=[CH:28][CH:27]=1.